Dataset: Forward reaction prediction with 1.9M reactions from USPTO patents (1976-2016). Task: Predict the product of the given reaction. (1) Given the reactants C(OC(=O)[NH:7][CH:8]1[CH2:13][CH2:12][CH:11]([CH2:14][NH:15][C:16]2[C:21]([N+:22]([O-:24])=[O:23])=[CH:20][N:19]=[C:18]([NH:25][CH:26]([C:34]3[CH:39]=[CH:38][CH:37]=[CH:36][CH:35]=3)[CH2:27][C:28]3[CH:33]=[CH:32][CH:31]=[CH:30][CH:29]=3)[N:17]=2)[CH2:10][CH2:9]1)(C)(C)C.Cl, predict the reaction product. The product is: [NH2:7][C@H:8]1[CH2:13][CH2:12][C@H:11]([CH2:14][NH:15][C:16]2[C:21]([N+:22]([O-:24])=[O:23])=[CH:20][N:19]=[C:18]([NH:25][CH:26]([C:34]3[CH:35]=[CH:36][CH:37]=[CH:38][CH:39]=3)[CH2:27][C:28]3[CH:33]=[CH:32][CH:31]=[CH:30][CH:29]=3)[N:17]=2)[CH2:10][CH2:9]1. (2) Given the reactants [ClH:1].C(OCC)C.[CH3:7][O:8][N:9]([CH3:24])[C:10]1[N:15]=[C:14]([NH:16][CH2:17][CH2:18][CH3:19])[N:13]=[C:12]([NH:20][CH2:21][C:22]#[CH:23])[N:11]=1, predict the reaction product. The product is: [ClH:1].[CH3:7][O:8][N:9]([CH3:24])[C:10]1[N:11]=[C:12]([NH:20][CH2:21][CH2:22][CH3:23])[N:13]=[C:14]([NH:16][CH2:17][C:18]#[CH:19])[N:15]=1. (3) Given the reactants [CH3:1][C:2]1([CH3:22])[C:10]2[C:5](=[CH:6][C:7]([C:11]3[O:15][C:14]([C:16](OCC)=[O:17])=[N:13][N:12]=3)=[CH:8][CH:9]=2)[NH:4][C:3]1=[O:21].[Li+].[BH4-], predict the reaction product. The product is: [OH:17][CH2:16][C:14]1[O:15][C:11]([C:7]2[CH:6]=[C:5]3[C:10]([C:2]([CH3:22])([CH3:1])[C:3](=[O:21])[NH:4]3)=[CH:9][CH:8]=2)=[N:12][N:13]=1. (4) Given the reactants Br[C:2]1[CH:3]=[C:4]([C:8](=[O:10])[CH3:9])[CH:5]=[CH:6][CH:7]=1.[C:11]1(B(O)O)[CH:16]=[CH:15][CH:14]=[CH:13][CH:12]=1, predict the reaction product. The product is: [C:2]1([C:11]2[CH:16]=[CH:15][CH:14]=[CH:13][CH:12]=2)[CH:7]=[CH:6][CH:5]=[C:4]([C:8](=[O:10])[CH3:9])[CH:3]=1. (5) Given the reactants Cl[C:2]1[C:7]([N+:8]([O-:10])=[O:9])=[CH:6][CH:5]=[CH:4][N:3]=1.C(=O)([O-])[O-].[K+].[K+].[NH2:17][CH2:18][C:19]([OH:21])=[O:20], predict the reaction product. The product is: [N+:8]([C:7]1[C:2]([NH:17][CH2:18][C:19]([OH:21])=[O:20])=[N:3][CH:4]=[CH:5][CH:6]=1)([O-:10])=[O:9]. (6) Given the reactants [CH2:1]([C:3]1[S:7][C:6]([C:8]2[O:12][C:11]3[CH:13]=[CH:14][CH:15]=[C:16]([O:17]C)[C:10]=3[CH:9]=2)=[CH:5][CH:4]=1)[CH3:2].B(Br)(Br)Br, predict the reaction product. The product is: [CH2:1]([C:3]1[S:7][C:6]([C:8]2[O:12][C:11]3[CH:13]=[CH:14][CH:15]=[C:16]([OH:17])[C:10]=3[CH:9]=2)=[CH:5][CH:4]=1)[CH3:2].